Predict the reactants needed to synthesize the given product. From a dataset of Full USPTO retrosynthesis dataset with 1.9M reactions from patents (1976-2016). (1) Given the product [F:7][C@@H:27]1[CH2:26][C@@H:25]2[N:20]([C:21](=[O:45])/[C:22](=[CH:30]/[C:31]3[CH:36]=[CH:35][C:34]([N:37]4[CH:41]=[C:40]([CH3:42])[N:39]=[CH:38]4)=[C:33]([O:43][CH3:44])[CH:32]=3)/[CH2:23][CH2:24]2)[C@H:19]([C:13]2[CH:14]=[C:15]([F:18])[C:16]([F:17])=[C:11]([F:10])[CH:12]=2)[CH2:28]1.[CH3:44][O:43][C:33]1[CH:32]=[C:31]([CH:36]=[CH:35][C:34]=1[N:37]1[CH:41]=[C:40]([CH3:42])[N:39]=[CH:38]1)/[CH:30]=[C:22]1\[CH2:23][CH2:24][C@H:25]2[N:20]([C:21]\1=[O:45])[C@H:19]([C:13]1[CH:14]=[C:15]([F:18])[C:16]([F:17])=[C:11]([F:10])[CH:12]=1)[CH:28]=[CH:27][CH2:26]2.[CH3:44][O:43][C:33]1[CH:32]=[C:31]([CH:36]=[CH:35][C:34]=1[N:37]1[CH:41]=[C:40]([CH3:42])[N:39]=[CH:38]1)/[CH:30]=[C:22]1\[CH2:23][CH2:24][C@H:25]2[N:20]([C:21]\1=[O:45])[C@H:19]([C:13]1[CH:14]=[C:15]([F:18])[C:16]([F:17])=[C:11]([F:10])[CH:12]=1)[CH2:28][CH:27]=[CH:26]2, predict the reactants needed to synthesize it. The reactants are: C(N(S(F)(F)[F:7])CC)C.[F:10][C:11]1[CH:12]=[C:13]([C@@H:19]2[CH2:28][C@@H:27](O)[CH2:26][C@@H:25]3[N:20]2[C:21](=[O:45])/[C:22](=[CH:30]/[C:31]2[CH:36]=[CH:35][C:34]([N:37]4[CH:41]=[C:40]([CH3:42])[N:39]=[CH:38]4)=[C:33]([O:43][CH3:44])[CH:32]=2)/[CH2:23][CH2:24]3)[CH:14]=[C:15]([F:18])[C:16]=1[F:17].O.C(OCC)(=O)C. (2) The reactants are: [Cl:1][C:2]1[CH:7]=[CH:6][C:5]([S:8]([N:11]2[CH:16]3[CH2:17][CH2:18][CH2:19][CH:12]2[CH2:13][C:14](=[O:20])[CH2:15]3)(=[O:10])=[O:9])=[CH:4][CH:3]=1.C([N-]C(C)C)(C)C.[Li+].[C:29](#N)[C:30](C)=[O:31]. Given the product [C:30]([CH:15]1[C:14](=[O:20])[CH2:13][CH:12]2[N:11]([S:8]([C:5]3[CH:4]=[CH:3][C:2]([Cl:1])=[CH:7][CH:6]=3)(=[O:9])=[O:10])[CH:16]1[CH2:17][CH2:18][CH2:19]2)(=[O:31])[CH3:29], predict the reactants needed to synthesize it. (3) Given the product [Br:1][C:2]1[CH:3]=[C:4]2[C:15]3([CH2:19][S:18][C:17]([N:20]([CH2:29][O:30][CH2:31][CH2:32][Si:33]([CH3:36])([CH3:35])[CH3:34])[CH2:21][O:22][CH2:23][CH2:24][Si:25]([CH3:28])([CH3:27])[CH3:26])=[N:16]3)[C:14]3[C:9](=[CH:10][CH:11]=[C:12]([C:40]4[CH:39]=[N:38][CH:43]=[CH:42][CH:41]=4)[CH:13]=3)[O:8][C:5]2=[N:6][CH:7]=1, predict the reactants needed to synthesize it. The reactants are: [Br:1][C:2]1[CH:3]=[C:4]2[C:15]3([CH2:19][S:18][C:17]([N:20]([CH2:29][O:30][CH2:31][CH2:32][Si:33]([CH3:36])([CH3:35])[CH3:34])[CH2:21][O:22][CH2:23][CH2:24][Si:25]([CH3:28])([CH3:27])[CH3:26])=[N:16]3)[C:14]3[C:9](=[CH:10][CH:11]=[C:12](I)[CH:13]=3)[O:8][C:5]2=[N:6][CH:7]=1.[N:38]1[CH:43]=[CH:42][CH:41]=[C:40](B(O)O)[CH:39]=1.C(=O)([O-])[O-].[K+].[K+]. (4) Given the product [CH3:9][C:10]1[CH:19]=[C:18]([CH2:20][O:21][C:22]2[CH:29]=[CH:28][C:25]([CH:26]=[N:5][OH:6])=[CH:24][CH:23]=2)[C:17]2[C:12](=[CH:13][CH:14]=[CH:15][CH:16]=2)[N:11]=1, predict the reactants needed to synthesize it. The reactants are: C[O-].[Na+].Cl.[NH2:5][OH:6].CO.[CH3:9][C:10]1[CH:19]=[C:18]([CH2:20][O:21][C:22]2[CH:29]=[CH:28][C:25]([CH:26]=O)=[CH:24][CH:23]=2)[C:17]2[C:12](=[CH:13][CH:14]=[CH:15][CH:16]=2)[N:11]=1. (5) Given the product [ClH:65].[ClH:68].[NH2:8][C@H:9]([C:22]([NH:24][C@H:25]([C:27]([O:29][CH2:30][CH2:31][O:32][C:33]1[CH:34]=[CH:35][C:36]([C:39]2[C:44]([C:45]#[N:46])=[C:43]([N:47]3[CH2:48][CH2:49][CH2:50][CH2:51]3)[N:42]=[C:41]([S:52][CH2:53][C:54]3[N:55]=[C:56]([C:59]4[CH:64]=[CH:63][C:62]([Cl:65])=[CH:61][CH:60]=4)[S:57][CH:58]=3)[C:40]=2[C:66]#[N:67])=[CH:37][CH:38]=1)=[O:28])[CH3:26])=[O:23])[CH2:10][CH2:11][CH2:12][CH2:13][NH2:14], predict the reactants needed to synthesize it. The reactants are: C(OC([NH:8][C@H:9]([C:22]([NH:24][C@H:25]([C:27]([O:29][CH2:30][CH2:31][O:32][C:33]1[CH:38]=[CH:37][C:36]([C:39]2[C:44]([C:45]#[N:46])=[C:43]([N:47]3[CH2:51][CH2:50][CH2:49][CH2:48]3)[N:42]=[C:41]([S:52][CH2:53][C:54]3[N:55]=[C:56]([C:59]4[CH:64]=[CH:63][C:62]([Cl:65])=[CH:61][CH:60]=4)[S:57][CH:58]=3)[C:40]=2[C:66]#[N:67])=[CH:35][CH:34]=1)=[O:28])[CH3:26])=[O:23])[CH2:10][CH2:11][CH2:12][CH2:13][NH:14]C(OC(C)(C)C)=O)=O)(C)(C)C.[ClH:68].